Dataset: Reaction yield outcomes from USPTO patents with 853,638 reactions. Task: Predict the reaction yield, written as a fraction of the theoretical maximum amount of product (1.0 means a 100% yield; for example, 0.34 means a 34% yield). The reactants are [CH3:1][O:2][C:3]([C:5]1[C:6]([CH:17]([CH3:19])[CH3:18])=[N:7][C:8]2[C:13]([C:14]=1Br)=[CH:12][C:11]([Cl:16])=[CH:10][CH:9]=2)=[O:4].C([O-])([O-])=O.[K+].[K+].[F:26][C:27]([F:39])([F:38])[O:28][C:29]1[CH:30]=[C:31](B(O)O)[CH:32]=[CH:33][CH:34]=1. The catalyst is CN(C)C=O.C1C=CC([P]([Pd]([P](C2C=CC=CC=2)(C2C=CC=CC=2)C2C=CC=CC=2)([P](C2C=CC=CC=2)(C2C=CC=CC=2)C2C=CC=CC=2)[P](C2C=CC=CC=2)(C2C=CC=CC=2)C2C=CC=CC=2)(C2C=CC=CC=2)C2C=CC=CC=2)=CC=1. The product is [CH3:1][O:2][C:3]([C:5]1[C:6]([CH:17]([CH3:19])[CH3:18])=[N:7][C:8]2[C:13]([C:14]=1[C:31]1[CH:32]=[CH:33][CH:34]=[C:29]([O:28][C:27]([F:26])([F:38])[F:39])[CH:30]=1)=[CH:12][C:11]([Cl:16])=[CH:10][CH:9]=2)=[O:4]. The yield is 0.350.